Dataset: NCI-60 drug combinations with 297,098 pairs across 59 cell lines. Task: Regression. Given two drug SMILES strings and cell line genomic features, predict the synergy score measuring deviation from expected non-interaction effect. (1) Drug 1: COC1=C(C=C2C(=C1)N=CN=C2NC3=CC(=C(C=C3)F)Cl)OCCCN4CCOCC4. Drug 2: CC1=C(N=C(N=C1N)C(CC(=O)N)NCC(C(=O)N)N)C(=O)NC(C(C2=CN=CN2)OC3C(C(C(C(O3)CO)O)O)OC4C(C(C(C(O4)CO)O)OC(=O)N)O)C(=O)NC(C)C(C(C)C(=O)NC(C(C)O)C(=O)NCCC5=NC(=CS5)C6=NC(=CS6)C(=O)NCCC[S+](C)C)O. Cell line: SNB-75. Synergy scores: CSS=27.8, Synergy_ZIP=-5.63, Synergy_Bliss=2.93, Synergy_Loewe=3.01, Synergy_HSA=2.97. (2) Drug 1: C1CC(=O)NC(=O)C1N2CC3=C(C2=O)C=CC=C3N. Drug 2: C1=NC(=NC(=O)N1C2C(C(C(O2)CO)O)O)N. Cell line: SK-MEL-28. Synergy scores: CSS=3.31, Synergy_ZIP=0.807, Synergy_Bliss=6.30, Synergy_Loewe=2.19, Synergy_HSA=1.58. (3) Drug 1: CCN(CC)CCNC(=O)C1=C(NC(=C1C)C=C2C3=C(C=CC(=C3)F)NC2=O)C. Drug 2: CCC1(C2=C(COC1=O)C(=O)N3CC4=CC5=C(C=CC(=C5CN(C)C)O)N=C4C3=C2)O.Cl. Cell line: SF-539. Synergy scores: CSS=41.1, Synergy_ZIP=-3.65, Synergy_Bliss=-4.55, Synergy_Loewe=-19.5, Synergy_HSA=-1.05. (4) Drug 1: CC1OCC2C(O1)C(C(C(O2)OC3C4COC(=O)C4C(C5=CC6=C(C=C35)OCO6)C7=CC(=C(C(=C7)OC)O)OC)O)O. Drug 2: C1C(C(OC1N2C=NC3=C2NC=NCC3O)CO)O. Cell line: HOP-62. Synergy scores: CSS=36.1, Synergy_ZIP=-0.799, Synergy_Bliss=0.0766, Synergy_Loewe=-28.5, Synergy_HSA=1.30. (5) Drug 1: CC(C1=C(C=CC(=C1Cl)F)Cl)OC2=C(N=CC(=C2)C3=CN(N=C3)C4CCNCC4)N. Drug 2: CC1=C(C=C(C=C1)C(=O)NC2=CC(=CC(=C2)C(F)(F)F)N3C=C(N=C3)C)NC4=NC=CC(=N4)C5=CN=CC=C5. Cell line: A498. Synergy scores: CSS=2.60, Synergy_ZIP=0.256, Synergy_Bliss=2.76, Synergy_Loewe=-4.78, Synergy_HSA=-1.72. (6) Drug 1: C1C(C(OC1N2C=NC3=C2NC=NCC3O)CO)O. Drug 2: CC1C(C(CC(O1)OC2CC(CC3=C2C(=C4C(=C3O)C(=O)C5=CC=CC=C5C4=O)O)(C(=O)C)O)N)O. Cell line: RPMI-8226. Synergy scores: CSS=40.5, Synergy_ZIP=-0.0806, Synergy_Bliss=-2.77, Synergy_Loewe=-17.7, Synergy_HSA=-0.809.